Predict the reactants needed to synthesize the given product. From a dataset of Full USPTO retrosynthesis dataset with 1.9M reactions from patents (1976-2016). (1) Given the product [C:34]([N:26]1[CH2:27][CH2:28][CH:23]([CH2:22][NH:21][C:15]2[C:14]([C:11]3[CH:12]=[CH:13][C:8]([O:1][C:2]4[CH:7]=[CH:6][CH:5]=[CH:4][CH:3]=4)=[CH:9][CH:10]=3)=[C:19]([NH2:20])[N:18]=[CH:17][N:16]=2)[CH2:24][CH2:25]1)(=[O:37])[CH:35]=[CH2:36], predict the reactants needed to synthesize it. The reactants are: [O:1]([C:8]1[CH:13]=[CH:12][C:11]([C:14]2[C:15]([NH:21][CH2:22][CH:23]3[CH2:28][CH2:27][NH:26][CH2:25][CH2:24]3)=[N:16][CH:17]=[N:18][C:19]=2[NH2:20])=[CH:10][CH:9]=1)[C:2]1[CH:7]=[CH:6][CH:5]=[CH:4][CH:3]=1.C(=O)(O)[O-].[Na+].[C:34](Cl)(=[O:37])[CH:35]=[CH2:36]. (2) Given the product [CH3:41][C:35]1[CH:36]=[C:37]([CH3:40])[CH:38]=[CH:39][C:34]=1[CH2:33][N:23]1[C:24](=[O:32])[CH:25]=[C:26]([C:28]([F:31])([F:29])[F:30])[CH:27]=[C:22]1[C:19]1[CH:20]=[CH:21][C:16]([O:15][C:11]2[CH:12]=[C:13]3[C:8](=[CH:9][CH:10]=2)[NH:7][C:6]([C:4]([OH:5])=[O:3])=[CH:14]3)=[CH:17][CH:18]=1, predict the reactants needed to synthesize it. The reactants are: C([O:3][C:4]([C:6]1[NH:7][C:8]2[C:13]([CH:14]=1)=[CH:12][C:11]([O:15][C:16]1[CH:21]=[CH:20][C:19]([C:22]3[N:23]([CH2:33][C:34]4[CH:39]=[CH:38][C:37]([CH3:40])=[CH:36][C:35]=4[CH3:41])[C:24](=[O:32])[CH:25]=[C:26]([C:28]([F:31])([F:30])[F:29])[CH:27]=3)=[CH:18][CH:17]=1)=[CH:10][CH:9]=2)=[O:5])C.C1COCC1.[Li+].[OH-].Cl. (3) Given the product [F:1][C:2]1[CH:10]=[CH:9][CH:8]=[CH:7][C:3]=1[C:4]1[CH:20]=[C:21]([CH2:22][OH:23])[O:6][N:5]=1, predict the reactants needed to synthesize it. The reactants are: [F:1][C:2]1[CH:10]=[CH:9][CH:8]=[CH:7][C:3]=1[CH:4]=[N:5][OH:6].N1C=CC=CC=1.ClN1[C:22](=[O:23])[CH2:21][CH2:20]C1=O.C(O)C#C. (4) Given the product [F:31][C:29]1[CH:30]=[C:25]([NH:24][C:21]2[N:20]=[C:19]3[CH:6]([C:7]4[CH:12]=[CH:11][C:10]([O:13][CH2:14][C:15]([F:18])([F:17])[F:16])=[CH:9][CH:8]=4)[CH2:5][CH2:4][CH2:3][CH2:2][N:23]3[N:22]=2)[CH:26]=[CH:27][C:28]=1[N:32]1[CH:36]=[N:35][C:34]([CH3:37])=[N:33]1, predict the reactants needed to synthesize it. The reactants are: Cl[CH2:2][CH2:3][CH2:4][CH2:5][CH:6]([C:19]1[NH:23][N:22]=[C:21]([NH:24][C:25]2[CH:30]=[C:29]([F:31])[C:28]([N:32]3[CH:36]=[N:35][C:34]([CH3:37])=[N:33]3)=[CH:27][CH:26]=2)[N:20]=1)[C:7]1[CH:12]=[CH:11][C:10]([O:13][CH2:14][C:15]([F:18])([F:17])[F:16])=[CH:9][CH:8]=1.[I-].[Na+]. (5) Given the product [C:9]([C:8]1[C:3]([C:2]([F:17])([F:1])[F:16])=[CH:4][C:5]([NH2:15])=[N:6][CH:7]=1)#[CH:10], predict the reactants needed to synthesize it. The reactants are: [F:1][C:2]([F:17])([F:16])[C:3]1[C:8]([C:9]#[C:10][Si](C)(C)C)=[CH:7][N:6]=[C:5]([NH2:15])[CH:4]=1.C([O-])([O-])=O.[K+].[K+].